Dataset: Reaction yield outcomes from USPTO patents with 853,638 reactions. Task: Predict the reaction yield, written as a fraction of the theoretical maximum amount of product (1.0 means a 100% yield; for example, 0.34 means a 34% yield). (1) The reactants are CC1(C)C(C)(C)OB([C:9]2[CH:18]=[CH:17][C:12]([NH:13][C:14](=[O:16])[CH3:15])=[CH:11][CH:10]=2)O1.Cl.Br[C:22]1[CH:27]=[CH:26][C:25]([C:28]2[C:37]3[C:32](=[CH:33][C:34]([O:43][CH3:44])=[C:35]4[O:40][C:39]([CH3:42])([CH3:41])[CH2:38][C:36]4=3)[CH2:31][C:30]([CH3:46])([CH3:45])[N:29]=2)=[CH:24][CH:23]=1.C(=O)([O-])[O-].[Na+].[Na+]. The catalyst is COCCOC.C(O)C.O.C1C=CC(/C=C/C(/C=C/C2C=CC=CC=2)=O)=CC=1.C1C=CC(/C=C/C(/C=C/C2C=CC=CC=2)=O)=CC=1.C1C=CC(/C=C/C(/C=C/C2C=CC=CC=2)=O)=CC=1.[Pd].[Pd]. The product is [CH3:44][O:43][C:34]1[CH:33]=[C:32]2[C:37](=[C:36]3[CH2:38][C:39]([CH3:42])([CH3:41])[O:40][C:35]=13)[C:28]([C:25]1[CH:24]=[CH:23][C:22]([C:9]3[CH:10]=[CH:11][C:12]([NH:13][C:14](=[O:16])[CH3:15])=[CH:17][CH:18]=3)=[CH:27][CH:26]=1)=[N:29][C:30]([CH3:46])([CH3:45])[CH2:31]2. The yield is 0.540. (2) The reactants are Cl[C:2]1[N:7]=[C:6]([O:8][CH2:9][CH2:10][O:11][CH3:12])[CH:5]=[CH:4][N:3]=1.[CH3:13][C:14]1[CH:15]=[C:16]([CH:18]=[C:19]([B:21]2[O:25][C:24]([CH3:27])([CH3:26])[C:23]([CH3:29])([CH3:28])[O:22]2)[CH:20]=1)[NH2:17].CS(O)(=O)=O. The catalyst is O1CCOCC1. The product is [CH3:12][O:11][CH2:10][CH2:9][O:8][C:6]1[CH:5]=[CH:4][N:3]=[C:2]([NH:17][C:16]2[CH:18]=[C:19]([B:21]3[O:25][C:24]([CH3:26])([CH3:27])[C:23]([CH3:29])([CH3:28])[O:22]3)[CH:20]=[C:14]([CH3:13])[CH:15]=2)[N:7]=1. The yield is 0.860. (3) The reactants are S(Cl)([Cl:3])=O.[Cl:5][C:6]1[CH:14]=[CH:13][C:12]([N+:15]([O-:17])=[O:16])=[CH:11][C:7]=1[C:8](O)=[O:9]. The catalyst is C(Cl)(Cl)Cl. The product is [Cl:5][C:6]1[CH:14]=[CH:13][C:12]([N+:15]([O-:17])=[O:16])=[CH:11][C:7]=1[C:8]([Cl:3])=[O:9]. The yield is 0.917.